Dataset: Catalyst prediction with 721,799 reactions and 888 catalyst types from USPTO. Task: Predict which catalyst facilitates the given reaction. Reactant: [OH:1][CH2:2][CH2:3][N:4]1[CH2:8][CH2:7][O:6][C:5]1=[O:9].C(N(CC)CC)C.[C:17]1([CH3:27])[CH:22]=[CH:21][C:20]([S:23](Cl)(=[O:25])=[O:24])=[CH:19][CH:18]=1. Product: [C:17]1([CH3:27])[CH:22]=[CH:21][C:20]([S:23]([O:1][CH2:2][CH2:3][N:4]2[CH2:8][CH2:7][O:6][C:5]2=[O:9])(=[O:25])=[O:24])=[CH:19][CH:18]=1. The catalyst class is: 154.